From a dataset of Reaction yield outcomes from USPTO patents with 853,638 reactions. Predict the reaction yield, written as a fraction of the theoretical maximum amount of product (1.0 means a 100% yield; for example, 0.34 means a 34% yield). (1) The reactants are [CH3:1][NH:2][S:3]([C:6]1[CH:7]=[C:8]2[C:12](=[CH:13][CH:14]=1)[NH:11][C:10](=[O:15])[CH2:9]2)(=[O:5])=[O:4].[CH2:16]([O:18][C:19](=[O:32])[CH2:20][NH:21][C:22]([C:24]1[C:28]([CH3:29])=[C:27]([CH:30]=O)[NH:26][CH:25]=1)=[O:23])[CH3:17]. The catalyst is N1CCCCC1.C(O)C. The product is [CH2:16]([O:18][C:19](=[O:32])[CH2:20][NH:21][C:22]([C:24]1[C:28]([CH3:29])=[C:27]([CH:30]=[C:9]2[C:8]3[C:12](=[CH:13][CH:14]=[C:6]([S:3](=[O:5])(=[O:4])[NH:2][CH3:1])[CH:7]=3)[NH:11][C:10]2=[O:15])[NH:26][CH:25]=1)=[O:23])[CH3:17]. The yield is 0.360. (2) The reactants are [CH2:1]([C@@H:8]1[CH2:12][O:11][C:10](=[O:13])[N:9]1[C:14](=[O:19])[CH2:15][CH2:16][CH:17]=[CH2:18])[C:2]1[CH:7]=[CH:6][CH:5]=[CH:4][CH:3]=1.[Br:20][C:21]1[C:30]2[C:25](=[CH:26][CH:27]=[CH:28][CH:29]=2)[C:24]([CH2:31]Br)=[CH:23][CH:22]=1. No catalyst specified. The product is [CH2:1]([CH:8]1[CH2:12][O:11][C:10](=[O:13])[N:9]1[C:14](=[O:19])[CH:15]([CH2:31][C:24]1[C:25]2[C:30](=[CH:29][CH:28]=[CH:27][CH:26]=2)[C:21]([Br:20])=[CH:22][CH:23]=1)[CH2:16][CH:17]=[CH2:18])[C:2]1[CH:3]=[CH:4][CH:5]=[CH:6][CH:7]=1. The yield is 0.510. (3) The reactants are C[O:2][C:3]([C:5]1([C:8]2[CH:9]=[C:10]3[C:15](=[CH:16][CH:17]=2)[O:14][CH2:13][CH2:12][CH2:11]3)[CH2:7][CH2:6]1)=[O:4].O[Li].[OH2:20].[CH3:21][OH:22]. The catalyst is O. The product is [OH:20][C:11]1([O:22][CH3:21])[C:10]2[C:15](=[CH:16][CH:17]=[C:8]([C:5]3([C:3]([OH:2])=[O:4])[CH2:7][CH2:6]3)[CH:9]=2)[O:14][CH2:13][CH2:12]1. The yield is 0.760.